This data is from Catalyst prediction with 721,799 reactions and 888 catalyst types from USPTO. The task is: Predict which catalyst facilitates the given reaction. (1) The catalyst class is: 40. Reactant: [OH-].[K+].[CH3:3][C:4]1[C:13]2[C:8](=[C:9]([C:18](=[O:20])[CH3:19])[C:10]([O:14][CH2:15][CH:16]=[CH2:17])=[CH:11][CH:12]=2)[O:7][C:6](=[O:21])[CH:5]=1.[CH3:22][O:23][C:24]1[CH:25]=[C:26]([CH:29]=[CH:30][CH:31]=1)[CH:27]=O. Product: [CH3:3][C:4]1[C:13]2[C:8](=[C:9]([C:18](=[O:20])[CH:19]=[CH:27][C:26]3[CH:29]=[CH:30][CH:31]=[C:24]([O:23][CH3:22])[CH:25]=3)[C:10]([O:14][CH2:15][CH:16]=[CH2:17])=[CH:11][CH:12]=2)[O:7][C:6](=[O:21])[CH:5]=1. (2) Reactant: [CH3:1][O:2][C:3]1[CH:4]=[C:5]2[C:9](=[CH:10][CH:11]=1)[NH:8][N:7]=[CH:6]2.[I:12]I.[OH-].[K+].S(=O)(O)[O-].[Na+]. Product: [I:12][C:6]1[C:5]2[C:9](=[CH:10][CH:11]=[C:3]([O:2][CH3:1])[CH:4]=2)[NH:8][N:7]=1. The catalyst class is: 9. (3) Reactant: [Cl:1][C:2]1[CH:3]=[C:4]([C:9]2([C:22]([F:25])([F:24])[F:23])[O:13][N:12]=[C:11]([C:14]3[CH:15]=[CH:16][C:17]([CH3:21])=[C:18]([CH:20]=3)[NH2:19])[CH2:10]2)[CH:5]=[C:6]([Cl:8])[CH:7]=1.[Cl-].[CH2:27]([N:29]([CH2:32][CH3:33])[CH2:30]C)[CH3:28].C(=O)([O-])[OH:35].[Na+]. Product: [Cl:1][C:2]1[CH:3]=[C:4]([C:9]2([C:22]([F:23])([F:25])[F:24])[O:13][N:12]=[C:11]([C:14]3[CH:15]=[CH:16][C:17]([CH3:21])=[C:18]([NH:19][C:30]([N:29]4[CH2:32][CH2:33][CH2:28][CH2:27]4)=[O:35])[CH:20]=3)[CH2:10]2)[CH:5]=[C:6]([Cl:8])[CH:7]=1. The catalyst class is: 7.